Dataset: Peptide-MHC class I binding affinity with 185,985 pairs from IEDB/IMGT. Task: Regression. Given a peptide amino acid sequence and an MHC pseudo amino acid sequence, predict their binding affinity value. This is MHC class I binding data. (1) The peptide sequence is ARWLFPVYL. The MHC is HLA-B08:01 with pseudo-sequence HLA-B08:01. The binding affinity (normalized) is 0.0847. (2) The binding affinity (normalized) is 0.0847. The peptide sequence is RRKTNLYGF. The MHC is HLA-B18:01 with pseudo-sequence HLA-B18:01. (3) The peptide sequence is YPAVVPLVY. The MHC is HLA-B46:01 with pseudo-sequence HLA-B46:01. The binding affinity (normalized) is 0.0482.